From a dataset of Reaction yield outcomes from USPTO patents with 853,638 reactions. Predict the reaction yield, written as a fraction of the theoretical maximum amount of product (1.0 means a 100% yield; for example, 0.34 means a 34% yield). (1) The reactants are Br[C:2]1[C:3]([N:20]2[CH2:25][CH2:24][CH2:23][C@@H:22]([NH:26][C:27](=[O:33])[O:28][C:29]([CH3:32])([CH3:31])[CH3:30])[CH2:21]2)=[C:4]2[C:10]([NH:11][C:12](=[O:19])[C:13]3[CH:18]=[CH:17][CH:16]=[N:15][CH:14]=3)=[CH:9][NH:8][C:5]2=[N:6][CH:7]=1.[Li]C.C([Li])CCC.[CH3:41][S:42]SC. The catalyst is C1COCC1. The product is [CH3:41][S:42][C:2]1[C:3]([N:20]2[CH2:25][CH2:24][CH2:23][C@@H:22]([NH:26][C:27](=[O:33])[O:28][C:29]([CH3:32])([CH3:31])[CH3:30])[CH2:21]2)=[C:4]2[C:10]([NH:11][C:12](=[O:19])[C:13]3[CH:18]=[CH:17][CH:16]=[N:15][CH:14]=3)=[CH:9][NH:8][C:5]2=[N:6][CH:7]=1. The yield is 0.500. (2) The reactants are [NH2:1][CH:2]1[CH2:7][CH2:6][N:5]([C:8]([O:10][C:11]([CH3:14])([CH3:13])[CH3:12])=[O:9])[CH2:4][CH2:3]1.[CH:15]([C:17]1[C:18]([NH:23][C:24](=O)[O:25]CC)=[N:19][CH:20]=[CH:21][CH:22]=1)=O.[BH4-].[Na+].C1(C)C=CC=CC=1. The catalyst is CO.C(O)(=O)C. The product is [O:25]=[C:24]1[NH:23][C:18]2[N:19]=[CH:20][CH:21]=[CH:22][C:17]=2[CH2:15][N:1]1[CH:2]1[CH2:3][CH2:4][N:5]([C:8]([O:10][C:11]([CH3:14])([CH3:13])[CH3:12])=[O:9])[CH2:6][CH2:7]1. The yield is 0.440. (3) The reactants are [CH2:1]([NH:5][CH2:6][C:7]1[CH:12]=[CH:11][C:10]([C:13]([F:16])([F:15])[F:14])=[CH:9][CH:8]=1)[CH2:2][CH2:3][CH3:4].[CH2:17]([O:19][C@H:20]([C:33]([O:35][CH2:36][CH3:37])=[O:34])[CH2:21][C:22]1[CH:32]=[CH:31][C:25]([O:26][CH2:27][C:28](O)=[O:29])=[CH:24][CH:23]=1)[CH3:18].C(N(CC)C(C)C)(C)C.F[B-](F)(F)F.N1(OC(N(C)C)=[N+](C)C)C2C=CC=CC=2N=N1. The yield is 0.350. The product is [CH2:1]([N:5]([CH2:6][C:7]1[CH:8]=[CH:9][C:10]([C:13]([F:14])([F:15])[F:16])=[CH:11][CH:12]=1)[C:28](=[O:29])[CH2:27][O:26][C:25]1[CH:24]=[CH:23][C:22]([CH2:21][C@H:20]([O:19][CH2:17][CH3:18])[C:33]([O:35][CH2:36][CH3:37])=[O:34])=[CH:32][CH:31]=1)[CH2:2][CH2:3][CH3:4]. The catalyst is C(Cl)Cl. (4) The reactants are [NH2:1][C:2]1[C:11]2[C:6](=[C:7](Br)[CH:8]=[CH:9][CH:10]=2)[N:5]=[N:4][C:3]=1[C:13]([NH:15][CH:16]1[CH2:18][CH2:17]1)=[O:14].[F:19][C:20]1[C:25](B(O)O)=[CH:24][CH:23]=[C:22]([CH3:29])[N:21]=1. No catalyst specified. The product is [NH2:1][C:2]1[C:11]2[C:6](=[C:7]([C:25]3[C:20]([F:19])=[N:21][C:22]([CH3:29])=[CH:23][CH:24]=3)[CH:8]=[CH:9][CH:10]=2)[N:5]=[N:4][C:3]=1[C:13]([NH:15][CH:16]1[CH2:18][CH2:17]1)=[O:14]. The yield is 0.600. (5) The reactants are [C:1]([N:8]1[CH2:12][CH2:11][C@@H:10](O)[CH2:9]1)([O:3][C:4]([CH3:7])([CH3:6])[CH3:5])=[O:2].C(Br)(Br)(Br)[Br:15].C1(P(C2C=CC=CC=2)C2C=CC=CC=2)C=CC=CC=1. The catalyst is C1COCC1. The product is [Br:15][C@H:10]1[CH2:11][CH2:12][N:8]([C:1]([O:3][C:4]([CH3:7])([CH3:6])[CH3:5])=[O:2])[CH2:9]1. The yield is 0.900. (6) The reactants are [CH3:1][N:2]=[C:3]=[S:4].[CH3:5][C:6]1[N:7]=[CH:8][C:9]([C:12]([NH:14][NH2:15])=O)=[N:10][CH:11]=1.[OH-].[Na+].I[CH3:19]. The catalyst is C(O)C.O.CO. The product is [CH3:5][C:6]1[CH:11]=[N:10][C:9]([C:12]2[N:2]([CH3:1])[C:3]([S:4][CH3:19])=[N:15][N:14]=2)=[CH:8][N:7]=1. The yield is 0.800.